From a dataset of Full USPTO retrosynthesis dataset with 1.9M reactions from patents (1976-2016). Predict the reactants needed to synthesize the given product. Given the product [CH3:34][O:33][C:32]1[CH:35]=[CH:36][C:29]([C:28]([C@@:6]2([OH:7])[C@@H:5]([CH2:8][O:9][Si:24]([C:21]([CH3:23])([CH3:22])[CH3:20])([CH3:26])[CH3:25])[O:4][C@@H:3]([N:10]3[C:19]4[N:18]=[CH:17][N:16]=[C:14]([NH:15][C:28]([C:45]5[CH:50]=[CH:49][CH:48]=[CH:47][CH:46]=5)([C:37]5[CH:44]=[CH:43][C:40]([O:41][CH3:42])=[CH:39][CH:38]=5)[C:29]5[CH:30]=[CH:31][C:32]([O:33][CH3:34])=[CH:35][CH:36]=5)[C:13]=4[N:12]=[CH:11]3)[C@@H:2]2[F:1])([C:45]2[CH:50]=[CH:49][CH:48]=[CH:47][CH:46]=2)[C:37]2[CH:44]=[CH:43][C:40]([O:41][CH3:42])=[CH:39][CH:38]=2)=[CH:30][CH:31]=1, predict the reactants needed to synthesize it. The reactants are: [F:1][C@@H:2]1[C@H:6]([OH:7])[C@@H:5]([CH2:8][OH:9])[O:4][C@H:3]1[N:10]1[C:19]2[N:18]=[CH:17][N:16]=[C:14]([NH2:15])[C:13]=2[N:12]=[CH:11]1.[CH3:20][C:21]([Si:24](Cl)([CH3:26])[CH3:25])([CH3:23])[CH3:22].[C:28](Cl)([C:45]1[CH:50]=[CH:49][CH:48]=[CH:47][CH:46]=1)([C:37]1[CH:44]=[CH:43][C:40]([O:41][CH3:42])=[CH:39][CH:38]=1)[C:29]1[CH:36]=[CH:35][C:32]([O:33][CH3:34])=[CH:31][CH:30]=1.